This data is from Forward reaction prediction with 1.9M reactions from USPTO patents (1976-2016). The task is: Predict the product of the given reaction. (1) Given the reactants [F:1][C:2]1[C:3]([NH:9][C@H:10]2[CH2:15][CH2:14][C@H:13]([OH:16])[CH2:12][CH2:11]2)=[N:4][CH:5]=[C:6](I)[CH:7]=1.[C:17]1([C:23]#[CH:24])[CH:22]=[CH:21][CH:20]=[CH:19][CH:18]=1, predict the reaction product. The product is: [F:1][C:2]1[C:3]([NH:9][C@H:10]2[CH2:15][CH2:14][C@H:13]([OH:16])[CH2:12][CH2:11]2)=[N:4][CH:5]=[C:6]([C:24]#[C:23][C:17]2[CH:22]=[CH:21][CH:20]=[CH:19][CH:18]=2)[CH:7]=1. (2) Given the reactants Cl[C:2]1[CH:7]=[C:6]([C:8]2[NH:17][C:11]3[N:12]=[CH:13][NH:14][C:15](=[O:16])[C:10]=3[CH:9]=2)[CH:5]=[CH:4][N:3]=1.CC1(C)C(C)(C)OB(/[CH:26]=[CH:27]/[C:28]2[CH:40]=[CH:39][C:31]([CH2:32][N:33]3[CH2:38][CH2:37][O:36][CH2:35][CH2:34]3)=[CH:30][CH:29]=2)O1, predict the reaction product. The product is: [N:33]1([CH2:32][C:31]2[CH:39]=[CH:40][C:28](/[CH:27]=[CH:26]/[C:2]3[CH:7]=[C:6]([C:8]4[NH:17][C:11]5[N:12]=[CH:13][NH:14][C:15](=[O:16])[C:10]=5[CH:9]=4)[CH:5]=[CH:4][N:3]=3)=[CH:29][CH:30]=2)[CH2:34][CH2:35][O:36][CH2:37][CH2:38]1. (3) Given the reactants [Cl-].[Ca+2].[Cl-].[O:4]1[CH:6]([CH2:7][CH2:8][CH2:9][CH2:10][CH2:11][CH2:12][CH2:13][CH2:14][CH2:15][CH3:16])[CH2:5]1.S(=O)(=O)(O)O.[CH2:22]([OH:27])[CH2:23][CH:24]([OH:26])[CH3:25].C(=O)([O-])O.[Na+], predict the reaction product. The product is: [OH:4][CH2:5][CH2:6][CH2:7][CH2:8][CH2:9][CH2:10][CH2:11][CH2:12][CH2:13][CH2:14][CH2:15][CH2:16][O:27][CH2:22][CH2:23][CH:24]([OH:26])[CH3:25].